This data is from Catalyst prediction with 721,799 reactions and 888 catalyst types from USPTO. The task is: Predict which catalyst facilitates the given reaction. (1) Reactant: [CH:1]1([CH2:6][OH:7])[CH2:5][CH2:4][CH2:3][CH2:2]1.[H-].[Na+].Cl[C:11]1[C:16]([S:17][C:18]2[CH:19]=[C:20]([NH:24][C:25](=[O:27])[CH3:26])[CH:21]=[CH:22][CH:23]=2)=[CH:15][N:14]=[C:13]([N:28]2[CH2:33][CH2:32][N:31]([CH3:34])[CH2:30][CH2:29]2)[N:12]=1.CO. Product: [CH:1]1([CH2:6][O:7][C:15]2[C:16]([S:17][C:18]3[CH:19]=[C:20]([NH:24][C:25](=[O:27])[CH3:26])[CH:21]=[CH:22][CH:23]=3)=[CH:11][N:12]=[C:13]([N:28]3[CH2:33][CH2:32][N:31]([CH3:34])[CH2:30][CH2:29]3)[N:14]=2)[CH2:5][CH2:4][CH2:3][CH2:2]1. The catalyst class is: 3. (2) Product: [CH:1]1([NH:6][C:7]2[C:12]([NH2:13])=[CH:11][N:10]=[C:9]([NH:16][C:17]3[CH:32]=[CH:31][C:20]([C:21]([O:23][CH2:24][C:25]4[CH:26]=[CH:27][CH:28]=[CH:29][CH:30]=4)=[O:22])=[CH:19][C:18]=3[O:33][CH3:34])[N:8]=2)[CH2:2][CH2:3][CH2:4][CH2:5]1. The catalyst class is: 13. Reactant: [CH:1]1([NH:6][C:7]2[C:12]([N+:13]([O-])=O)=[CH:11][N:10]=[C:9]([NH:16][C:17]3[CH:32]=[CH:31][C:20]([C:21]([O:23][CH2:24][C:25]4[CH:30]=[CH:29][CH:28]=[CH:27][CH:26]=4)=[O:22])=[CH:19][C:18]=3[O:33][CH3:34])[N:8]=2)[CH2:5][CH2:4][CH2:3][CH2:2]1.O.O.[Sn](Cl)Cl.N. (3) The catalyst class is: 95. Reactant: [C:1]([NH:4][C:5]1[CH:14]=[CH:13][C:8]([S:9](Cl)(=[O:11])=[O:10])=[CH:7][CH:6]=1)(=[O:3])[CH3:2].Br.[Br:16][CH2:17][CH2:18][CH2:19][NH2:20].C(=O)([O-])O.[Na+]. Product: [C:1]([NH:4][C:5]1[CH:14]=[CH:13][C:8]([S:9]([NH:20][CH2:19][CH2:18][CH2:17][Br:16])(=[O:11])=[O:10])=[CH:7][CH:6]=1)(=[O:3])[CH3:2]. (4) Reactant: [N:1]1[CH:2]=[C:3]([CH2:10][C:11]([OH:13])=O)[N:4]2[CH:9]=[CH:8][CH:7]=[CH:6][C:5]=12.[P:14]([OH:17])([OH:16])[OH:15].P(Cl)(Cl)Cl. Product: [CH:7]1[CH:8]=[CH:9][N:4]2[C:3]([CH2:10][C:11]([P:14]([OH:17])([OH:16])=[O:15])([P:14]([OH:17])([OH:16])=[O:15])[OH:13])=[CH:2][N:1]=[C:5]2[CH:6]=1. The catalyst class is: 12.